From a dataset of Catalyst prediction with 721,799 reactions and 888 catalyst types from USPTO. Predict which catalyst facilitates the given reaction. (1) Reactant: [CH3:1][C:2]1([CH3:16])[C:6]([CH3:8])([CH3:7])[O:5][B:4]([C:9]2[CH:15]=[CH:14][C:12]([NH2:13])=[CH:11][CH:10]=2)[O:3]1.[C:17]1(=O)[CH2:22][CH2:21][CH2:20][CH2:19][CH2:18]1.[BH-](OC(C)=O)(OC(C)=O)OC(C)=O.[Na+].CC(O)=O. Product: [CH:17]1([NH:13][C:12]2[CH:14]=[CH:15][C:9]([B:4]3[O:3][C:2]([CH3:16])([CH3:1])[C:6]([CH3:7])([CH3:8])[O:5]3)=[CH:10][CH:11]=2)[CH2:22][CH2:21][CH2:20][CH2:19][CH2:18]1. The catalyst class is: 26. (2) Reactant: [F:1][C:2]([F:35])([F:34])[C:3]1[CH:4]=[C:5]([CH:27]=[C:28]([C:30]([F:33])([F:32])[F:31])[CH:29]=1)[C:6]([N:8]1[CH2:13][CH2:12][CH:11]([N:14]2[CH2:19][CH2:18][NH:17][CH2:16][CH2:15]2)[CH2:10][CH:9]1[CH2:20][C:21]1[CH:26]=[CH:25][CH:24]=[CH:23][CH:22]=1)=[O:7].[Cl:36][C:37]1[CH:38]=[C:39]([CH:44]([CH2:56][CH2:57]OS(C)(=O)=O)[CH2:45][N:46]([CH3:55])[C:47](=[O:54])[C:48]2[CH:53]=[CH:52][CH:51]=[CH:50][CH:49]=2)[CH:40]=[CH:41][C:42]=1[Cl:43].[C:63]([O-:66])([OH:65])=O.[Na+]. Product: [C:6]([OH:54])(=[O:7])/[CH:5]=[CH:27]/[C:63]([OH:66])=[O:65].[F:35][C:2]([F:34])([F:1])[C:3]1[CH:4]=[C:5]([CH:27]=[C:28]([C:30]([F:33])([F:31])[F:32])[CH:29]=1)[C:6]([N:8]1[CH2:13][CH2:12][C@H:11]([N:14]2[CH2:15][CH2:16][N:17]([CH2:57][CH2:56][CH:44]([C:39]3[CH:40]=[CH:41][C:42]([Cl:43])=[C:37]([Cl:36])[CH:38]=3)[CH2:45][N:46]([CH3:55])[C:47](=[O:54])[C:48]3[CH:49]=[CH:50][CH:51]=[CH:52][CH:53]=3)[CH2:18][CH2:19]2)[CH2:10][C@@H:9]1[CH2:20][C:21]1[CH:26]=[CH:25][CH:24]=[CH:23][CH:22]=1)=[O:7]. The catalyst class is: 8. (3) Reactant: [C:1]1(=[O:7])[O:6][C:4](=[O:5])[CH:3]=[CH:2]1.[CH2:8]=[CH:9][C:10](=[CH2:12])[CH3:11]. Product: [CH3:11][C:10]1[CH2:12][CH:2]2[CH:3]([CH2:8][CH:9]=1)[C:4](=[O:5])[O:6][C:1]2=[O:7]. The catalyst class is: 7.